From a dataset of Catalyst prediction with 721,799 reactions and 888 catalyst types from USPTO. Predict which catalyst facilitates the given reaction. Reactant: Br[CH2:2][C:3]([C:5]1[CH:6]=[N:7][C:8]([NH:11][C:12]([C:15]2[C:20]([Cl:21])=[CH:19][CH:18]=[CH:17][N:16]=2)([CH3:14])[CH3:13])=[N:9][CH:10]=1)=O.[CH2:22]([O:24][C:25]([C:27]1[N:28]=[C:29]([NH2:32])[S:30][CH:31]=1)=[O:26])[CH3:23]. Product: [Cl:21][C:20]1[C:15]([C:12]([NH:11][C:8]2[N:7]=[CH:6][C:5]([C:3]3[N:32]=[C:29]4[N:28]([CH:2]=3)[C:27]([C:25]([O:24][CH2:22][CH3:23])=[O:26])=[CH:31][S:30]4)=[CH:10][N:9]=2)([CH3:14])[CH3:13])=[N:16][CH:17]=[CH:18][CH:19]=1. The catalyst class is: 573.